From a dataset of Catalyst prediction with 721,799 reactions and 888 catalyst types from USPTO. Predict which catalyst facilitates the given reaction. (1) Reactant: [Se:1]1[CH:5]=[CH:4][CH:3]=[C:2]1[C:6]([OH:8])=[O:7].[NH2:9][C:10]1[N:15]=[C:14](C2SC(C(O)=O)=CC=2)[CH:13]=[CH:12][N:11]=1.COC(C1[Se]C(C(=O)C=CN(C)C)=CC=1)=O. Product: [NH2:9][C:10]1[N:15]=[C:14]([C:5]2[Se:1][C:2]([C:6]([OH:8])=[O:7])=[CH:3][CH:4]=2)[CH:13]=[CH:12][N:11]=1. The catalyst class is: 152. (2) Reactant: [F:1][C:2]1[CH:15]=[CH:14][C:5]2[S:6][C:7]([C:9]([O:11]CC)=[O:10])=[CH:8][C:4]=2[CH:3]=1.[Li+].[OH-].CO.Cl. The catalyst class is: 20. Product: [F:1][C:2]1[CH:15]=[CH:14][C:5]2[S:6][C:7]([C:9]([OH:11])=[O:10])=[CH:8][C:4]=2[CH:3]=1.